Dataset: Experimentally validated miRNA-target interactions with 360,000+ pairs, plus equal number of negative samples. Task: Binary Classification. Given a miRNA mature sequence and a target amino acid sequence, predict their likelihood of interaction. (1) The miRNA is hsa-miR-5571-5p with sequence CAAUUCUCAAAGGAGCCUCCC. The protein sequence of the target gene is MSNPFAHLAEPLDPVQPGKKFFNLNKLEDSRYGRLPFSIRVLLEAAIRNCDEFLVKKQDIENILHWNVTQHKNIEVPFKPARVILQDFTGVPAVVDFAAMRDAVKKLGGDPEKINPVCPADLVIDHSIQVDFNRRADSLQKNQDLEFERNRERFEFLKWGSQAFHNMRIIPPGSGIIHQVNLEYLARVVFDQDGYYYPDSLVGTDSHTTMIDGLGILGWGVGGIEAEAVMLGQPISMVLPQVIGYRLMGKPHPLVTSTDIVLTITKHLRQVGVVGKFVEFFGPGVAQLSIADRATIANMC.... Result: 1 (interaction). (2) The miRNA is cel-miR-48-5p with sequence UGAGGUAGGCUCAGUAGAUGCGA. The protein sequence of the target gene is MAAPGAPAEYGYIRTVLGQQILGQLDSSSLALPSEAKLKLAGSSGRGGQTVKSLRIQEQVQQTLARKGRSSVGNGNLHRTSSVPEYVYNLHLVENDFVGGRSPVPKTYDMLKAGTTATYEGRWGRGTAQYSSQKSVEERSLRHPLRRLEISPDSSPERAHYTHSDYQYSQRSQAGHTLHHQESRRAALLVPPRYARSEIVGVSRAGTTSRQRHFDTYHRQYQHGSVSDTVFDSIPANPALLTYPRPGTSRSMGNLLEKENYLTAGLTVGQVRPLVPLQPVTQNRASRSSWHQSSFHSTRT.... Result: 0 (no interaction).